This data is from M1 muscarinic receptor antagonist screen with 61,756 compounds. The task is: Binary Classification. Given a drug SMILES string, predict its activity (active/inactive) in a high-throughput screening assay against a specified biological target. (1) The molecule is Oc1c2c3c(CCc3cc1)ccc2C(=O)C. The result is 0 (inactive). (2) The compound is O=C/1N(C(=O)N(C(=O)C1=C\NC(CC(=O)N)C(O)=O)C)C. The result is 0 (inactive). (3) The compound is s1c(c(cc1)C)C(=O)Nc1ccc(cc1)C(O)=O. The result is 0 (inactive). (4) The molecule is S(=O)(=O)(N1CCCC1)c1ccc(cc1)C(=O)Nc1ccc(cc1)C. The result is 0 (inactive). (5) The molecule is s1c(NC(=O)CCC(=O)N(CC2OCCC2)CC(=O)NCCC(C)C)ncc1. The result is 0 (inactive). (6) The molecule is s1c2c(CCN(C2)C)c2c1NC(NC2=O)c1cc2OCOc2cc1. The result is 0 (inactive). (7) The compound is O(c1cc2c(N3CCCC3)nc(nc2cc1OC)c1ccccc1)C. The result is 0 (inactive).